This data is from Full USPTO retrosynthesis dataset with 1.9M reactions from patents (1976-2016). The task is: Predict the reactants needed to synthesize the given product. Given the product [CH3:27][C:26]1[CH:25]=[CH:24][C:23]([NH:28][C:29](=[O:48])[C:30]2[CH:35]=[C:34]([S:36]([F:39])([F:37])([F:38])([F:40])[F:41])[CH:33]=[C:32]([N:42]3[CH2:47][CH2:46][O:45][CH2:44][CH2:43]3)[CH:31]=2)=[CH:22][C:21]=1[N:20]1[C:15]2[N:16]([N:17]=[C:13]([C:11]3[CH:12]=[N:8][NH:9][CH:10]=3)[CH:14]=2)[CH:18]=[CH:19]1, predict the reactants needed to synthesize it. The reactants are: COC1C=CC(C[N:8]2[CH:12]=[C:11]([C:13]3[CH:14]=[C:15]4[N:20]([C:21]5[CH:22]=[C:23]([NH:28][C:29](=[O:48])[C:30]6[CH:35]=[C:34]([S:36]([F:41])([F:40])([F:39])([F:38])[F:37])[CH:33]=[C:32]([N:42]7[CH2:47][CH2:46][O:45][CH2:44][CH2:43]7)[CH:31]=6)[CH:24]=[CH:25][C:26]=5[CH3:27])[CH:19]=[CH:18][N:16]4[N:17]=3)[CH:10]=[N:9]2)=CC=1.